This data is from Forward reaction prediction with 1.9M reactions from USPTO patents (1976-2016). The task is: Predict the product of the given reaction. Given the reactants [C:1]1([C:7]2[CH:12]=[C:11]([C:13]3[CH:18]=[CH:17][CH:16]=[CH:15][CH:14]=3)[CH:10]=[C:9]([F:19])[C:8]=2[NH:20][C:21]2[CH:26]=[CH:25][CH:24]=[CH:23][CH:22]=2)[CH:6]=[CH:5][CH:4]=[CH:3][CH:2]=1.Br[C:28]1[C:41]2[C:42]3=[C:43]4[C:38](=[CH:39][CH:40]=2)[CH:37]=[CH:36][C:35](Br)=[C:34]4[CH:33]=[CH:32][C:31]3=[CH:30][CH:29]=1.[C:54](P([C:54]([CH3:57])([CH3:56])[CH3:55])[C:54]([CH3:57])([CH3:56])[CH3:55])([CH3:57])([CH3:56])[CH3:55].[Na], predict the reaction product. The product is: [C:1]1([C:7]2[CH:12]=[C:11]([C:13]3[CH:18]=[CH:17][CH:16]=[CH:15][CH:14]=3)[CH:10]=[C:9]([F:19])[C:8]=2[N:20]([C:21]2[CH:22]=[CH:23][CH:24]=[CH:25][CH:26]=2)[C:34]2[C:35]3=[C:42]4[C:41]5[C:40]([CH:37]=[CH:36]3)=[CH:39][CH:38]=[C:43]([N:20]([C:8]3[C:9]([F:19])=[CH:10][C:11]([C:13]6[CH:14]=[CH:15][CH:16]=[CH:17][CH:18]=6)=[CH:12][C:57]=3[C:54]3[CH:55]=[CH:6][CH:1]=[CH:2][CH:56]=3)[C:21]3[CH:22]=[CH:23][CH:24]=[CH:25][CH:26]=3)[C:28]=5[CH:29]=[CH:30][C:31]4=[CH:32][CH:33]=2)[CH:2]=[CH:3][CH:4]=[CH:5][CH:6]=1.